From a dataset of Catalyst prediction with 721,799 reactions and 888 catalyst types from USPTO. Predict which catalyst facilitates the given reaction. (1) Reactant: [Cl:1][C:2]1[CH:3]=[C:4]([C@H:9]([O:23][CH2:24][C:25]#[N:26])[C@@H:10]2[CH2:15][CH2:14][CH2:13][N:12]([C:16]([O:18][C:19]([CH3:22])([CH3:21])[CH3:20])=[O:17])[CH2:11]2)[CH:5]=[C:6]([F:8])[CH:7]=1.S(C)C.CO. Product: [NH2:26][CH2:25][CH2:24][O:23][C@@H:9]([C:4]1[CH:5]=[C:6]([F:8])[CH:7]=[C:2]([Cl:1])[CH:3]=1)[C@@H:10]1[CH2:15][CH2:14][CH2:13][N:12]([C:16]([O:18][C:19]([CH3:22])([CH3:21])[CH3:20])=[O:17])[CH2:11]1. The catalyst class is: 1. (2) Reactant: Cl.[CH2:2]([O:4][C:5](=[O:22])[CH:6]([C:12]1[CH:17]=[CH:16][C:15]([Br:18])=[CH:14][C:13]=1[N+:19]([O-:21])=[O:20])C(OCC)=O)[CH3:3].O. Product: [CH2:2]([O:4][C:5](=[O:22])[CH2:6][C:12]1[CH:17]=[CH:16][C:15]([Br:18])=[CH:14][C:13]=1[N+:19]([O-:21])=[O:20])[CH3:3]. The catalyst class is: 8. (3) Reactant: [O-]P(OP([O-])([O-])=O)(=O)[O-].[Na+].[Na+].[Na+].[Na+].[Na+].[Cl-].C([N:27]([CH2:32][C:33]([OH:35])=O)CC(O)=O)C[N:27](CC(O)=O)[CH2:32][C:33]([OH:35])=O.C1[C@H:41]([O:42][C@]2(CO)O[C@H](CO)[C@@H](O)[C@@H]2O)[C@H](O)[C@@H](O)[C@H](O)[C@H]1CO.C1[O:61][CH:60]1C[Cl:63].C(N)=O.CCC(COC(C(N(CC[NH+](C)C)C)=O)(C1C=CC=CC=1)C1C=CC=CC=1)CC.[Cl-]. Product: [CH2:60]([OH:61])[C:32]([NH2:27])([CH2:33][OH:35])[CH2:41][OH:42].[ClH:63]. The catalyst class is: 6. (4) Reactant: O.[NH2:2][NH2:3].C[O:5][C:6](=O)[C:7]([NH:9][C:10]1[CH:11]=[CH:12][C:13]([O:16][CH:17]2[CH2:22][CH2:21][CH:20]([C:23]([O:25][C:26]([CH3:29])([CH3:28])[CH3:27])=[O:24])[CH2:19][CH2:18]2)=[N:14][CH:15]=1)=[O:8]. Product: [NH:2]([C:6](=[O:5])[C:7]([NH:9][C:10]1[CH:11]=[CH:12][C:13]([O:16][CH:17]2[CH2:22][CH2:21][CH:20]([C:23]([O:25][C:26]([CH3:27])([CH3:29])[CH3:28])=[O:24])[CH2:19][CH2:18]2)=[N:14][CH:15]=1)=[O:8])[NH2:3]. The catalyst class is: 511.